This data is from Forward reaction prediction with 1.9M reactions from USPTO patents (1976-2016). The task is: Predict the product of the given reaction. Given the reactants Cl[C:2]1[CH:3]=[CH:4][CH:5]=[C:6]2[C:10]=1[N:9]([CH2:11][CH2:12][CH3:13])[N:8]=[C:7]2[C:14]1[CH:19]=[CH:18][C:17]([O:20][CH3:21])=[CH:16][CH:15]=1.[C:22]1([Mg]Br)[CH:27]=[CH:26][CH:25]=[CH:24][CH:23]=1.Cl, predict the reaction product. The product is: [CH3:21][O:20][C:17]1[CH:18]=[CH:19][C:14]([C:7]2[C:6]3[C:10](=[C:2]([C:22]4[CH:27]=[CH:26][CH:25]=[CH:24][CH:23]=4)[CH:3]=[CH:4][CH:5]=3)[N:9]([CH2:11][CH2:12][CH3:13])[N:8]=2)=[CH:15][CH:16]=1.